Task: Predict the reactants needed to synthesize the given product.. Dataset: Full USPTO retrosynthesis dataset with 1.9M reactions from patents (1976-2016) (1) The reactants are: [F:1]/[C:2](/[C:13]1[CH:17]=[C:16]([CH3:18])[NH:15][N:14]=1)=[CH:3]\[C:4]1[CH:9]=[CH:8][C:7]([CH:10]([CH3:12])[CH3:11])=[CH:6][CH:5]=1.CS(O[CH2:24][C:25]1[CH:26]=[N:27][C:28]([Cl:31])=[CH:29][CH:30]=1)(=O)=O. Given the product [Cl:31][C:28]1[CH:29]=[CH:30][C:25]([CH2:24][N:15]2[C:16]([CH3:18])=[CH:17][C:13](/[C:2](/[F:1])=[CH:3]/[C:4]3[CH:5]=[CH:6][C:7]([CH:10]([CH3:12])[CH3:11])=[CH:8][CH:9]=3)=[N:14]2)=[CH:26][N:27]=1, predict the reactants needed to synthesize it. (2) Given the product [CH2:1]([N:5]([CH2:13][CH2:14][CH2:15][CH3:16])[C:6]1[CH:11]=[CH:10][CH:9]=[C:8]([O:12][CH3:19])[CH:7]=1)[CH2:2][CH2:3][CH3:4], predict the reactants needed to synthesize it. The reactants are: [CH2:1]([N:5]([CH2:13][CH2:14][CH2:15][CH3:16])[C:6]1[CH:7]=[C:8]([OH:12])[CH:9]=[CH:10][CH:11]=1)[CH2:2][CH2:3][CH3:4].CI.[C:19](=O)([O-])[O-].[K+].[K+].O. (3) Given the product [ClH:1].[Cl:18][C:19]1[C:25]([O:26][CH3:27])=[CH:24][C:22]([NH:23][C:2]2[CH:7]=[C:6]([C:8]([F:11])([F:10])[F:9])[N:5]=[C:4]([C:12]3[CH:17]=[N:16][CH:15]=[CH:14][N:13]=3)[N:3]=2)=[C:21]([O:28][CH3:29])[CH:20]=1, predict the reactants needed to synthesize it. The reactants are: [Cl:1][C:2]1[CH:7]=[C:6]([C:8]([F:11])([F:10])[F:9])[N:5]=[C:4]([C:12]2[CH:17]=[N:16][CH:15]=[CH:14][N:13]=2)[N:3]=1.[Cl:18][C:19]1[C:25]([O:26][CH3:27])=[CH:24][C:22]([NH2:23])=[C:21]([O:28][CH3:29])[CH:20]=1. (4) Given the product [CH2:1]([N:8]1[C:9](=[O:12])[S:10][N:21]([CH:18]([CH3:20])[CH3:19])[C:22]1=[O:23])[C:2]1[CH:7]=[CH:6][CH:5]=[CH:4][CH:3]=1, predict the reactants needed to synthesize it. The reactants are: [CH2:1]([N:8]=[C:9]=[S:10])[C:2]1[CH:7]=[CH:6][CH:5]=[CH:4][CH:3]=1.Cl.[O-:12][Mn](=O)(=O)=O.[K+].[CH:18]([N:21]=[C:22]=[O:23])([CH3:20])[CH3:19].